This data is from Full USPTO retrosynthesis dataset with 1.9M reactions from patents (1976-2016). The task is: Predict the reactants needed to synthesize the given product. (1) Given the product [CH:1]1([C:4]2[C:5]([N:24]([CH2:29][CH2:30][CH2:31][CH2:32][OH:33])[S:25]([CH3:28])(=[O:26])=[O:27])=[CH:6][C:7]3[O:11][C:10]([C:12]4[CH:13]=[CH:14][C:15]([F:18])=[CH:16][CH:17]=4)=[C:9]([C:19]4[NH:22][CH:34]([CH3:35])[O:21][N:20]=4)[C:8]=3[CH:23]=2)[CH2:2][CH2:3]1, predict the reactants needed to synthesize it. The reactants are: [CH:1]1([C:4]2[C:5]([N:24]([CH2:29][CH2:30][CH2:31][CH2:32][OH:33])[S:25]([CH3:28])(=[O:27])=[O:26])=[CH:6][C:7]3[O:11][C:10]([C:12]4[CH:17]=[CH:16][C:15]([F:18])=[CH:14][CH:13]=4)=[C:9]([C:19](=[NH:22])[NH:20][OH:21])[C:8]=3[CH:23]=2)[CH2:3][CH2:2]1.[CH:34](=O)[CH3:35].Cl. (2) Given the product [CH3:11][C:1]1[CH:6]=[CH:5][C:4]([S:7]([O:17][CH2:16][CH2:15][C:14]([O:13][CH3:12])([CH3:19])[CH3:18])(=[O:9])=[O:8])=[CH:3][CH:2]=1, predict the reactants needed to synthesize it. The reactants are: [C:1]1([CH3:11])[CH:6]=[CH:5][C:4]([S:7](Cl)(=[O:9])=[O:8])=[CH:3][CH:2]=1.[CH3:12][O:13][C:14]([CH3:19])([CH3:18])[CH2:15][CH2:16][OH:17].C(OCC)C. (3) The reactants are: C(O[C@H](CN1CCCC1)CO[C:8]1[CH:17]=[C:16]2[C:11]([C:12](=O)[NH:13][CH:14]=[N:15]2)=[CH:10][C:9]=1[O:19][CH3:20])(=O)C.S(Cl)([Cl:29])=O. Given the product [Cl:29][C:12]1[C:11]2[C:16](=[CH:17][CH:8]=[C:9]([O:19][CH3:20])[CH:10]=2)[N:15]=[CH:14][N:13]=1, predict the reactants needed to synthesize it. (4) Given the product [C:12]([C:16]1[CH:17]=[C:18]([NH:19][C:7](=[O:9])[C:6]2[CH:10]=[C:2]([Cl:1])[CH:3]=[CH:4][C:5]=2[OH:11])[CH:20]=[CH:21][CH:22]=1)([CH3:15])([CH3:13])[CH3:14], predict the reactants needed to synthesize it. The reactants are: [Cl:1][C:2]1[CH:10]=[C:6]([C:7]([OH:9])=O)[C:5]([OH:11])=[CH:4][CH:3]=1.[C:12]([C:16]1[CH:17]=[C:18]([CH:20]=[CH:21][CH:22]=1)[NH2:19])([CH3:15])([CH3:14])[CH3:13].P(Cl)(Cl)Cl.C(Cl)Cl. (5) Given the product [C:17]([C:15]1[CH:14]=[CH:13][C:12]2[NH:8][C:9]([C:19]([C:25]3[C:33]([O:34][CH3:35])=[CH:32][C:31]([CH3:36])=[C:30]4[C:26]=3[CH2:27][CH2:28][NH:29]4)([CH3:24])[CH2:20][C:49]([O:48][CH3:44])=[O:50])=[N:10][C:11]=2[CH:16]=1)#[N:18], predict the reactants needed to synthesize it. The reactants are: C(OC([N:8]1[C:12]2[CH:13]=[CH:14][C:15]([C:17]#[N:18])=[CH:16][C:11]=2[N:10]=[C:9]1[C:19]([C:25]1[C:33]([O:34][CH3:35])=[CH:32][C:31]([CH3:36])=[C:30]2[C:26]=1[CH2:27][CH2:28][N:29]2C(OC(C)(C)C)=O)([CH3:24])[CH2:20]C(O)=O)=O)(C)(C)C.[C:44]([O:48][C:49](N1C2C(=C(C(C3N([C:49]([O:48][C:44](C)(C)C)=[O:50])C4C=C(C#N)C=CC=4N=3)(C)CC(O)=O)C(OC)=CC=2C)CC1)=[O:50])(C)(C)C.Cl.[OH-].[NH4+].